Dataset: Full USPTO retrosynthesis dataset with 1.9M reactions from patents (1976-2016). Task: Predict the reactants needed to synthesize the given product. (1) Given the product [CH3:62]/[C:50](/[CH2:51][CH2:52][CH:53]=[C:54]([CH3:61])[CH3:55])=[CH:49]\[CH2:48][N:42]1[C:43](=[O:47])[C:44]2[N:45]=[CH:46][N:38]([C@H:33]3[CH2:32][C@H:31]([OH:30])[C@@H:35]([CH2:36][OH:37])[O:34]3)[C:39]=2[N:40]=[CH:41]1, predict the reactants needed to synthesize it. The reactants are: [C@@H]1(N2C3N=CN=C(O)C=3N=C2)O[C@H](CO)[C@@H](O)C1.C(Br)/C=C(/CCC=C(C)C)\C.[OH:30][C@@H:31]1[C@@H:35]([CH2:36][OH:37])[O:34][C@@H:33]([N:38]2[CH:46]=[N:45][C:44]3[C:43](=[O:47])[N:42]([CH2:48]/[CH:49]=[C:50](\[CH3:62])/[CH2:51][CH2:52]/[CH:53]=[C:54](\[CH3:61])/[CH2:55]CC=C(C)C)[CH:41]=[N:40][C:39]2=3)[CH2:32]1.C(Cl)(Cl)Cl.CO. (2) Given the product [CH3:14][C:12]1[N:13]=[C:9]([NH:8][C:5](=[O:7])[CH3:6])[S:10][CH:11]=1, predict the reactants needed to synthesize it. The reactants are: C(O[C:5](=[O:7])[CH3:6])(=O)C.[NH2:8][C:9]1[S:10][CH:11]=[C:12]([CH3:14])[N:13]=1. (3) Given the product [Nd:5].[CH3:14][O:15][C:16]1[CH:24]=[CH:23][CH:22]=[CH:21][C:17]=1[C:18]([OH:20])=[O:19], predict the reactants needed to synthesize it. The reactants are: [N+]([O-])([O-])=O.[Nd+3:5].[N+]([O-])([O-])=O.[N+]([O-])([O-])=O.[CH3:14][O:15][C:16]1[CH:24]=[CH:23][CH:22]=[CH:21][C:17]=1[C:18]([OH:20])=[O:19].C(N(CC)CC)C. (4) Given the product [C:20]1([B-:7]([C:1]2[CH:2]=[CH:3][CH:4]=[CH:5][CH:6]=2)([C:8]2[CH:9]=[CH:10][CH:11]=[CH:12][CH:13]=2)[C:14]2[CH:19]=[CH:18][CH:17]=[CH:16][CH:15]=2)[CH:21]=[CH:22][CH:23]=[CH:24][CH:25]=1.[CH3:57][N+:29]([CH3:28])([CH2:39][CH2:40][CH2:41][CH2:42][CH2:43][CH2:44][CH2:45][CH2:46][CH2:47][CH2:48][CH2:49][CH2:50][CH2:51][CH2:52][CH2:53][CH2:54][CH2:55][CH3:56])[CH2:30][C:31]1[CH:36]=[CH:35][C:34]([CH:37]=[CH2:38])=[CH:33][CH:32]=1, predict the reactants needed to synthesize it. The reactants are: [C:1]1([B-:7]([C:20]2[CH:25]=[CH:24][CH:23]=[CH:22][CH:21]=2)([C:14]2[CH:19]=[CH:18][CH:17]=[CH:16][CH:15]=2)[C:8]2[CH:13]=[CH:12][CH:11]=[CH:10][CH:9]=2)[CH:6]=[CH:5][CH:4]=[CH:3][CH:2]=1.[Na+].[Cl-].[CH3:28][N+:29]([CH3:57])([CH2:39][CH2:40][CH2:41][CH2:42][CH2:43][CH2:44][CH2:45][CH2:46][CH2:47][CH2:48][CH2:49][CH2:50][CH2:51][CH2:52][CH2:53][CH2:54][CH2:55][CH3:56])[CH2:30][C:31]1[CH:36]=[CH:35][C:34]([CH:37]=[CH2:38])=[CH:33][CH:32]=1. (5) Given the product [S:1]1[C:5]2[CH:6]=[CH:7][CH:8]=[CH:9][C:4]=2[C:3]([C:14]2[N:19]=[C:18]([NH2:20])[N:17]=[C:16]([NH:21][CH3:22])[CH:15]=2)=[CH:2]1, predict the reactants needed to synthesize it. The reactants are: [S:1]1[C:5]2[CH:6]=[CH:7][CH:8]=[CH:9][C:4]=2[C:3](B(O)O)=[CH:2]1.Cl[C:14]1[N:19]=[C:18]([NH2:20])[N:17]=[C:16]([NH:21][CH3:22])[CH:15]=1. (6) The reactants are: [Br:1]N1C(=O)CCC1=O.[NH2:9][C:10]1[C:15]([C:16]2[O:17][C:18]3[C:24]([C:25]([O:27][CH3:28])=[O:26])=[CH:23][CH:22]=[CH:21][C:19]=3[N:20]=2)=[CH:14][CH:13]=[CH:12][N:11]=1.C(Cl)(Cl)Cl.N. Given the product [NH2:9][C:10]1[C:15]([C:16]2[O:17][C:18]3[C:24]([C:25]([O:27][CH3:28])=[O:26])=[CH:23][CH:22]=[CH:21][C:19]=3[N:20]=2)=[CH:14][C:13]([Br:1])=[CH:12][N:11]=1, predict the reactants needed to synthesize it. (7) Given the product [Cl:12][C:13]1[CH:20]=[CH:19][CH:18]=[CH:17][C:14]=1[CH2:15][CH2:8][C:3]1[CH2:4][CH2:5][CH2:6][N:2]=1, predict the reactants needed to synthesize it. The reactants are: C[N:2]1[CH2:6][CH2:5][CH:4]=[CH:3]1.[Li][CH2:8]CCC.[Cl:12][C:13]1[CH:20]=[CH:19][CH:18]=[CH:17][C:14]=1[CH2:15]Br.O.